From a dataset of Full USPTO retrosynthesis dataset with 1.9M reactions from patents (1976-2016). Predict the reactants needed to synthesize the given product. (1) Given the product [CH3:1][CH2:2][N:3]([CH2:6][CH2:7][NH:8][C:9]([C:11]1[C:15]([CH3:16])=[C:14](/[CH:17]=[C:18]2/[C:19]3[CH:24]=[C:23]([F:25])[CH:22]=[CH:21][C:20]=3[NH:26][C:27]/2=[O:28])[NH:13][C:12]=1[CH3:29])=[O:10])[CH2:4][CH3:5].[C:30]([O-:33])(=[O:32])[CH3:31], predict the reactants needed to synthesize it. The reactants are: [CH3:1][CH2:2][N:3]([CH2:6][CH2:7][NH:8][C:9]([C:11]1[C:15]([CH3:16])=[C:14](/[CH:17]=[C:18]2/[C:19]3[CH:24]=[C:23]([F:25])[CH:22]=[CH:21][C:20]=3[NH:26][C:27]/2=[O:28])[NH:13][C:12]=1[CH3:29])=[O:10])[CH2:4][CH3:5].[C:30]([OH:33])(=[O:32])[CH3:31]. (2) Given the product [C:53](=[N:66][C:68]1[CH:69]=[CH:70][C:71]([O:80][CH3:81])=[C:72]([CH:74]2[CH2:78][CH2:77][CH2:76][N:75]2[CH3:79])[CH:73]=1)([C:60]1[CH:61]=[CH:62][CH:63]=[CH:64][CH:65]=1)[C:54]1[CH:59]=[CH:58][CH:57]=[CH:56][CH:55]=1, predict the reactants needed to synthesize it. The reactants are: C1C=CC(P(C2C=CC3C(=CC=CC=3)C=2C2C3C(=CC=CC=3)C=CC=2P(C2C=CC=CC=2)C2C=CC=CC=2)C2C=CC=CC=2)=CC=1.CC(C)([O-])C.[Na+].[C:53](=[NH:66])([C:60]1[CH:65]=[CH:64][CH:63]=[CH:62][CH:61]=1)[C:54]1[CH:59]=[CH:58][CH:57]=[CH:56][CH:55]=1.Br[C:68]1[CH:69]=[CH:70][C:71]([O:80][CH3:81])=[C:72]([CH:74]2[CH2:78][CH2:77][CH2:76][N:75]2[CH3:79])[CH:73]=1.